This data is from Catalyst prediction with 721,799 reactions and 888 catalyst types from USPTO. The task is: Predict which catalyst facilitates the given reaction. (1) Reactant: [C:1]1([CH2:7][O:8][C:9]([NH:11][C:12]2[NH:13][C:14]3[C:15]([N:38]=2)=[N:16][CH:17]=[C:18]([C:20]2[CH:21]=[CH:22][C:23]4[O:29][CH2:28][CH2:27][N:26](C(OC(C)(C)C)=O)[CH2:25][C:24]=4[CH:37]=2)[CH:19]=3)=[O:10])[CH:6]=[CH:5][CH:4]=[CH:3][CH:2]=1.FC(F)(F)C(O)=O. Product: [O:29]1[C:23]2[CH:22]=[CH:21][C:20]([C:18]3[CH:19]=[C:14]4[NH:13][C:12]([NH:11][C:9](=[O:10])[O:8][CH2:7][C:1]5[CH:2]=[CH:3][CH:4]=[CH:5][CH:6]=5)=[N:38][C:15]4=[N:16][CH:17]=3)=[CH:37][C:24]=2[CH2:25][NH:26][CH2:27][CH2:28]1. The catalyst class is: 4. (2) Reactant: [Br:1][C:2]1[C:3]([CH3:13])=[N:4][C:5]([C:8]2[N:12]=[CH:11][NH:10][N:9]=2)=[CH:6][CH:7]=1.C(=O)([O-])[O-].[Na+].[Na+].[C:20](O[C:20]([O:22][C:23]([CH3:26])([CH3:25])[CH3:24])=[O:21])([O:22][C:23]([CH3:26])([CH3:25])[CH3:24])=[O:21]. Product: [Br:1][C:2]1[CH:7]=[CH:6][C:5]([C:8]2[N:12]=[CH:11][N:10]([C:20]([O:22][C:23]([CH3:26])([CH3:25])[CH3:24])=[O:21])[N:9]=2)=[N:4][C:3]=1[CH3:13]. The catalyst class is: 38. (3) Reactant: [C:1]([C:5]1[CH:10]=[CH:9][CH:8]=[CH:7][C:6]=1[N:11]1[CH2:16][CH2:15][N:14]([C:17](=[O:33])[C:18]([NH:20][C:21]2[CH:32]=[CH:31][C:24]([O:25][CH2:26][C:27]([O:29]C)=[O:28])=[CH:23][CH:22]=2)=[O:19])[CH2:13][CH2:12]1)([CH3:4])([CH3:3])[CH3:2].[Li+].[OH-].Cl. Product: [C:1]([C:5]1[CH:10]=[CH:9][CH:8]=[CH:7][C:6]=1[N:11]1[CH2:16][CH2:15][N:14]([C:17](=[O:33])[C:18]([NH:20][C:21]2[CH:22]=[CH:23][C:24]([O:25][CH2:26][C:27]([OH:29])=[O:28])=[CH:31][CH:32]=2)=[O:19])[CH2:13][CH2:12]1)([CH3:4])([CH3:2])[CH3:3]. The catalyst class is: 7.